Dataset: Full USPTO retrosynthesis dataset with 1.9M reactions from patents (1976-2016). Task: Predict the reactants needed to synthesize the given product. (1) Given the product [Si:27]([O:34][CH2:35][CH2:36][C:37]1[CH:38]=[C:39]([CH2:42][N:24]2[CH2:25][CH2:26][C:20]3([O:19][CH2:18][CH2:17][N:16]([C:14]([C:12]4[S:13][C:9]([CH3:8])=[CH:10][CH:11]=4)=[O:15])[CH2:21]3)[CH2:22][CH2:23]2)[S:40][CH:41]=1)([C:30]([CH3:31])([CH3:33])[CH3:32])([CH3:29])[CH3:28], predict the reactants needed to synthesize it. The reactants are: FC(F)(F)C(O)=O.[CH3:8][C:9]1[S:13][C:12]([C:14]([N:16]2[CH2:21][C:20]3([CH2:26][CH2:25][NH:24][CH2:23][CH2:22]3)[O:19][CH2:18][CH2:17]2)=[O:15])=[CH:11][CH:10]=1.[Si:27]([O:34][CH2:35][CH2:36][C:37]1[CH:38]=[C:39]([CH:42]=O)[S:40][CH:41]=1)([C:30]([CH3:33])([CH3:32])[CH3:31])([CH3:29])[CH3:28].[Si](OCCC1C=CSC=1C=O)(C(C)(C)C)(C)C.C(O[BH-](OC(=O)C)OC(=O)C)(=O)C.[Na+]. (2) Given the product [ClH:39].[CH3:38][O:37][CH2:36][CH2:35][N:27]1[C:4]2[C:5]3[CH:6]=[CH:7][CH:8]=[CH:9][C:10]=3[O:11][C:12]3([CH2:13][CH2:14][NH:15][CH2:16][CH2:17]3)[C:3]=2[CH:2]=[N:26]1, predict the reactants needed to synthesize it. The reactants are: O[CH:2]=[C:3]1[C:12]2([CH2:17][CH2:16][N:15](C(OC(C)(C)C)=O)[CH2:14][CH2:13]2)[O:11][C:10]2[C:5](=[CH:6][CH:7]=[CH:8][CH:9]=2)[C:4]1=O.[NH2:26][N:27]([CH2:35][CH2:36][O:37][CH3:38])C(=O)OC(C)(C)C.[ClH:39].O1CCOCC1.